From a dataset of Full USPTO retrosynthesis dataset with 1.9M reactions from patents (1976-2016). Predict the reactants needed to synthesize the given product. (1) Given the product [CH:1]1([CH2:6][C:7]([NH:9][C:10]2[CH:11]=[CH:12][C:13]([NH:16][C:17]([N:19]3[CH2:27][C:26]4[C:21](=[CH:22][CH:23]=[C:24]([CH2:28][OH:29])[CH:25]=4)[CH2:20]3)=[O:18])=[CH:14][CH:15]=2)=[O:8])[CH2:5][CH2:4][CH2:3][CH2:2]1, predict the reactants needed to synthesize it. The reactants are: [CH:1]1([CH2:6][C:7]([NH:9][C:10]2[CH:15]=[CH:14][C:13]([NH:16][C:17]([N:19]3[CH2:27][C:26]4[C:21](=[CH:22][CH:23]=[C:24]([C:28](O)=[O:29])[CH:25]=4)[CH2:20]3)=[O:18])=[CH:12][CH:11]=2)=[O:8])[CH2:5][CH2:4][CH2:3][CH2:2]1.B.CO. (2) Given the product [CH:1]([C:3]1[C:4]([C:27]2[S:28][CH:29]=[CH:30][CH:31]=2)=[C:5]2[C:14]3[C:9](=[CH:10][C:11]([O:19][CH3:20])=[C:12]([O:15][CH:16]([CH3:17])[CH3:18])[CH:13]=3)[CH2:8][CH2:7][N:6]2[C:21]=1[C:22]([OH:24])=[O:23])=[O:2], predict the reactants needed to synthesize it. The reactants are: [CH:1]([C:3]1[C:4]([C:27]2[S:28][CH:29]=[CH:30][CH:31]=2)=[C:5]2[C:14]3[C:9](=[CH:10][C:11]([O:19][CH3:20])=[C:12]([O:15][CH:16]([CH3:18])[CH3:17])[CH:13]=3)[CH2:8][CH2:7][N:6]2[C:21]=1[C:22]([O:24]CC)=[O:23])=[O:2].[OH-].[Na+]. (3) Given the product [CH3:9][O:10][CH:11]1[CH2:16][CH2:15][CH2:14][C:13]([CH3:1])([C:17]([O:19][CH3:20])=[O:18])[CH2:12]1, predict the reactants needed to synthesize it. The reactants are: [CH:1]([N-]C(C)C)(C)C.[Li+].[CH3:9][O:10][C@@H:11]1[CH2:16][CH2:15][CH2:14][C@H:13]([C:17]([O:19][CH3:20])=[O:18])[CH2:12]1.CI.[NH4+]. (4) Given the product [C:7]([O:11][C:12](=[O:28])[NH:13][C@H:14]([C:16]1[CH:17]=[CH:18][C:19]([CH:22]2[CH2:27][CH2:26][N:25]([C:30]3[CH:35]=[CH:34][C:33]([O:36][CH2:37][CH3:38])=[CH:32][CH:31]=3)[CH2:24][CH2:23]2)=[CH:20][CH:21]=1)[CH3:15])([CH3:8])([CH3:9])[CH3:10], predict the reactants needed to synthesize it. The reactants are: C(=O)([O-])[O-].[Cs+].[Cs+].[C:7]([O:11][C:12](=[O:28])[NH:13][C@H:14]([C:16]1[CH:21]=[CH:20][C:19]([CH:22]2[CH2:27][CH2:26][NH:25][CH2:24][CH2:23]2)=[CH:18][CH:17]=1)[CH3:15])([CH3:10])([CH3:9])[CH3:8].Br[C:30]1[CH:35]=[CH:34][C:33]([O:36][CH2:37][CH3:38])=[CH:32][CH:31]=1.CC(C1C=C(C(C)C)C(C2C=CC=CC=2P(C2CCCCC2)C2CCCCC2)=C(C(C)C)C=1)C. (5) Given the product [C:15]([C:18]1[N:19]=[CH:20][N:21]2[C:26](=[O:27])[N:25]([CH2:28][C:29]([N:9]3[CH2:14][CH2:13][O:12][CH2:11][CH2:10]3)=[O:31])[N:24]=[N:23][C:22]=12)(=[O:17])[NH2:16], predict the reactants needed to synthesize it. The reactants are: ClC(OC(C)C)=O.C[N:9]1[CH2:14][CH2:13][O:12][CH2:11][CH2:10]1.[C:15]([C:18]1[N:19]=[CH:20][N:21]2[C:26](=[O:27])[N:25]([CH2:28][C:29]([OH:31])=O)[N:24]=[N:23][C:22]=12)(=[O:17])[NH2:16].N1CCOCC1.C(N(CC)CC)C. (6) The reactants are: [C:1]([O:5][C:6]([NH:8][C@H:9]([CH2:14][C:15]1[CH:20]=[CH:19][CH:18]=[CH:17][C:16]=1[F:21])[CH2:10][C:11]([OH:13])=O)=[O:7])([CH3:4])([CH3:3])[CH3:2].[N+:22]([C:25]1[CH:34]=[C:33]2[C:28]([CH2:29][CH2:30][NH:31][CH2:32]2)=[CH:27][CH:26]=1)([O-:24])=[O:23].C(Cl)CCl.C1C=CC2N(O)N=NC=2C=1.C(N(CC)C(C)C)(C)C. Given the product [C:1]([O:5][C:6]([NH:8][C@H:9]([CH2:14][C:15]1[CH:20]=[CH:19][CH:18]=[CH:17][C:16]=1[F:21])[CH2:10][C:11]([N:31]1[CH2:30][CH2:29][C:28]2[C:33](=[CH:34][C:25]([N+:22]([O-:24])=[O:23])=[CH:26][CH:27]=2)[CH2:32]1)=[O:13])=[O:7])([CH3:2])([CH3:3])[CH3:4], predict the reactants needed to synthesize it.